Dataset: Full USPTO retrosynthesis dataset with 1.9M reactions from patents (1976-2016). Task: Predict the reactants needed to synthesize the given product. (1) Given the product [CH3:7][CH:6]([CH3:8])[C@@H:2]([NH:1][C:9]([O:18][CH2:19][CH2:20][Si:21]([CH3:24])([CH3:23])[CH3:22])=[O:10])[C:3]([OH:5])=[O:4], predict the reactants needed to synthesize it. The reactants are: [NH2:1][C@H:2]([CH:6]([CH3:8])[CH3:7])[C:3]([OH:5])=[O:4].[C:9](=O)([O:18][CH2:19][CH2:20][Si:21]([CH3:24])([CH3:23])[CH3:22])[O:10]N1C(=O)CCC1=O.C(N(CC)CC)C.S([O-])(O)(=O)=O.[Na+]. (2) Given the product [NH2:22][C:19]1[CH:20]=[CH:21][C:16]([CH2:15][C:14]2[NH:13][C:4]3[C:5](=[O:12])[N:6]([CH3:11])[C:7](=[O:10])[N:8]([CH3:9])[C:3]=3[N:2]=2)=[CH:17][CH:18]=1, predict the reactants needed to synthesize it. The reactants are: Cl.[NH2:2][C:3]1[N:8]([CH3:9])[C:7](=[O:10])[N:6]([CH3:11])[C:5](=[O:12])[C:4]=1[NH:13][C:14](=O)[CH2:15][C:16]1[CH:21]=[CH:20][C:19]([NH2:22])=[CH:18][CH:17]=1.[OH-].[Na+]. (3) Given the product [C:1]([N:3]=[S:4]([C:7]1[CH:12]=[CH:11][C:10]([CH2:13][NH2:14])=[N:16][CH:8]=1)([CH3:6])=[O:5])#[N:2], predict the reactants needed to synthesize it. The reactants are: [C:1]([N:3]=[S:4]([C:7]1[CH:12]=[CH:11][C:10]([CH2:13][NH2:14])=C[CH:8]=1)([CH3:6])=[O:5])#[N:2].C(N=S(C1C=CC(N2C(=O)C3C(=CC=CC=3)C2=O)=NC=1)(C)=O)#[N:16]. (4) Given the product [Br:7][C:8]1[CH:20]=[CH:19][C:11]([CH:12]=[O:2])=[C:10]([N+:21]([O-:23])=[O:22])[CH:9]=1, predict the reactants needed to synthesize it. The reactants are: I([O-])(=O)(=O)=[O:2].[Na+].[Br:7][C:8]1[CH:20]=[CH:19][C:11](/[CH:12]=C/N2CCCC2)=[C:10]([N+:21]([O-:23])=[O:22])[CH:9]=1. (5) Given the product [Cl-:8].[CH2:1]([N+:14]1[CH:15]=[CH:16][C:11]([C:10]([F:18])([F:17])[F:9])=[CH:12][CH:13]=1)[C:2]1[CH:7]=[CH:6][CH:5]=[CH:4][CH:3]=1, predict the reactants needed to synthesize it. The reactants are: [CH2:1]([Cl:8])[C:2]1[CH:7]=[CH:6][CH:5]=[CH:4][CH:3]=1.[F:9][C:10]([F:18])([F:17])[C:11]1[CH:16]=[CH:15][N:14]=[CH:13][CH:12]=1.CC(OC)(C)C.